From a dataset of NCI-60 drug combinations with 297,098 pairs across 59 cell lines. Regression. Given two drug SMILES strings and cell line genomic features, predict the synergy score measuring deviation from expected non-interaction effect. Drug 1: CC1=C2C(C(=O)C3(C(CC4C(C3C(C(C2(C)C)(CC1OC(=O)C(C(C5=CC=CC=C5)NC(=O)OC(C)(C)C)O)O)OC(=O)C6=CC=CC=C6)(CO4)OC(=O)C)OC)C)OC. Drug 2: C1CC(C1)(C(=O)O)C(=O)O.[NH2-].[NH2-].[Pt+2]. Cell line: SNB-75. Synergy scores: CSS=28.5, Synergy_ZIP=-4.75, Synergy_Bliss=-1.22, Synergy_Loewe=-11.5, Synergy_HSA=1.20.